From a dataset of Experimentally validated miRNA-target interactions with 360,000+ pairs, plus equal number of negative samples. Binary Classification. Given a miRNA mature sequence and a target amino acid sequence, predict their likelihood of interaction. (1) The miRNA is hsa-miR-766-3p with sequence ACUCCAGCCCCACAGCCUCAGC. The protein sequence of the target gene is MPKLLQGVITVIDVFYQYATQHGEYDTLNKAELKELLENEFHQILKNPNDPDTVDIILQSLDRDHNKKVDFTEYLLMIFKLVQARNKIIGKDYCQVSGSKLRDDTHQHQEEQEETEKEENKRQESSFSHSSWSAGENDSYSRNVRGSLKPGTESISRRLSFQRDFSGQHNSYSGQSSSYGEQNSDSHQSSGRGQCGSGSGQSPNYGQHGSGSGQSSSNDTHGSGSGQSSGFSQHKSSSGQSSGYSQHGSGSGHSSGYGQHGSRSGQSSRGERHRSSSGSSSSYGQHGSGSRQSLGHGRQG.... Result: 1 (interaction). (2) The miRNA is hsa-miR-431-3p with sequence CAGGUCGUCUUGCAGGGCUUCU. The protein sequence of the target gene is MEANHSEQLSAERQSTPPGDSSSLPSHNGLEKEDGQDSPTPVQPPEKEASVHPDISEELNRQLEDIINTYGSAASTAGKEGSARASEQPENAESPDNEDGDCEETTEEAGREPVASGEPPTVKEPVSNKEQKLEKKILKGLGKEANLLMQNLNKLQTPEEKFDFLFKKYAELLDEHRTEQKKLKLLQKKQVQIQKEKDQLQGEHSRAILARSKLESLCRELQRHNKTLKEEALQRAREEEEKRKEITSHFQSTLTDIQGQIEQQSERNMKLCQENTELAEKLKSIIDQYELREEHLDKIF.... Result: 0 (no interaction). (3) The miRNA is hsa-miR-2052 with sequence UGUUUUGAUAACAGUAAUGU. The protein sequence of the target gene is MAGVGDAAAPGEGGGGGVDGPQRDGRGEAEQPGGSGGQGPPPAPQLTETLGFYESDRRRERRRGRTELSLLRFLSAELTRGYFLEHNEAKYTERRERVYTCLRIPRELEKLMVFGIFLCLDAFLYVFTLLPLRVFLALFRLLTLPCYGLRDRRLLQPAQVCDILKGVILVICYFMMHYVDYSMMYHLIRGQSVIKLYIIYNMLEVADRLFSSFGQDILDALYWTATEPKERKRAHIGVIPHFFMAVLYVFLHAILIMVQATTLNVAFNSHNKSLLTIMMSNNFVEIKGSVFKKFEKNNLF.... Result: 0 (no interaction). (4) The miRNA is hsa-miR-6887-3p with sequence UCCCCUCCACUUUCCUCCUAG. The protein sequence of the target gene is MDRHSSYFFIWLQLELCAMAVLLTKGEIRCYCDAAHCVATGYMCKSELSACFSRLLDPQNTNSPLTHGCLDSLASTADICRAKQAQNHSGPAMPTLECCHEDMCNYRGLHDVLSPSKSEASGQGNRYQHDSSRNLITKMQELTSSKELWFRAAVIAVPIAGGLILVLLIMLALRMLRSENKRLQDERQQMLSRLHYSFHGHHSKKGQVAKLDLECMVPVSGQENCCLTCDKMRQAELSNEKILSLVHWGMYSGHGKLEFI. Result: 0 (no interaction). (5) The miRNA is rno-miR-376b-5p with sequence GUGGAUAUUCCUUCUAUGGUUA. The protein sequence of the target gene is MEAAQDHGPGLCCKPGGRLDMSHGFVHHIRRNQLDRDDYDKKVKQAAKEKARRRHTPAPTRPRKPDLQVYLPRHRDGSTHPVNPDCEEASESSSSGSSELEPPGRQLFCLDYEADSGEVTSVIVYQDDDPGRVSEAVSAHTPLDPAMREALRSRIQEELAKRQSRH. Result: 0 (no interaction).